From a dataset of Full USPTO retrosynthesis dataset with 1.9M reactions from patents (1976-2016). Predict the reactants needed to synthesize the given product. (1) Given the product [N:12]1([CH2:18][CH2:19][CH2:20][NH:21][C:22]2[C:34]3[C:33]4[C:28](=[CH:29][C:30]([C:35]([O:37][CH3:38])=[O:36])=[CH:31][CH:32]=4)[NH:27][C:26]=3[N:25]=[C:24]([CH2:39][C:40]3[CH:45]=[CH:44][CH:43]=[C:42]([C:46](=[N:51][O:52][S:1]([C:4]4[CH:10]=[CH:9][C:7]([CH3:8])=[CH:6][CH:5]=4)(=[O:3])=[O:2])[C:47]([F:50])([F:48])[F:49])[CH:41]=3)[N:23]=2)[CH2:13][CH2:14][CH2:15][CH2:16][CH2:17]1, predict the reactants needed to synthesize it. The reactants are: [S:1](Cl)([C:4]1[CH:10]=[CH:9][C:7]([CH3:8])=[CH:6][CH:5]=1)(=[O:3])=[O:2].[N:12]1([CH2:18][CH2:19][CH2:20][NH:21][C:22]2[C:34]3[C:33]4[C:28](=[CH:29][C:30]([C:35]([O:37][CH3:38])=[O:36])=[CH:31][CH:32]=4)[NH:27][C:26]=3[N:25]=[C:24]([CH2:39][C:40]3[CH:45]=[CH:44][CH:43]=[C:42]([C:46](=[N:51][OH:52])[C:47]([F:50])([F:49])[F:48])[CH:41]=3)[N:23]=2)[CH2:17][CH2:16][CH2:15][CH2:14][CH2:13]1.C(N(CC)CC)C. (2) Given the product [CH3:1][O:2][C:3]1[CH:4]=[C:5]2[C:10](=[CH:11][C:12]=1[O:13][CH3:14])[N:9]=[CH:8][CH:7]=[C:6]2[O:15][C:16]1[CH:22]=[CH:21][C:19]([NH:20][C:38](=[O:40])[O:56][CH:54]([C:53]2[CH:57]=[CH:58][C:50]([CH3:49])=[CH:51][CH:52]=2)[CH3:55])=[CH:18][CH:17]=1, predict the reactants needed to synthesize it. The reactants are: [CH3:1][O:2][C:3]1[CH:4]=[C:5]2[C:10](=[CH:11][C:12]=1[O:13][CH3:14])[N:9]=[CH:8][CH:7]=[C:6]2[O:15][C:16]1[CH:22]=[CH:21][C:19]([NH2:20])=[CH:18][CH:17]=1.C1(C)C=CC=CC=1.C(N(CC)CC)C.Cl[C:38](Cl)([O:40]C(=O)OC(Cl)(Cl)Cl)Cl.[CH3:49][C:50]1[CH:58]=[CH:57][C:53]([CH:54]([OH:56])[CH3:55])=[CH:52][CH:51]=1. (3) Given the product [CH3:1][O:2][C:3]1[CH:4]=[CH:5][C:6](/[CH:9]=[CH:10]/[C:11]2[N:12]=[CH:13][CH:14]=[CH:19][C:20]=2[C:23]([OH:24])=[O:21])=[CH:7][CH:8]=1, predict the reactants needed to synthesize it. The reactants are: [CH3:1][O:2][C:3]1[CH:8]=[CH:7][C:6](/[CH:9]=[CH:10]/[C:11]2[CH:20]=[CH:19][C:14](C(OC)=O)=[CH:13][N:12]=2)=[CH:5][CH:4]=1.[OH-:21].[Na+].[CH3:23][OH:24]. (4) Given the product [CH:30]([C:32]1[O:24][C:23]([C:22]2[CH:21]=[CH:20][C:19]([O:18][C@H:15]3[CH2:16][CH2:17][C@H:12]([C:10]([N:7]4[CH2:8][CH2:9][N:4]([CH:1]([CH3:3])[CH3:2])[CH2:5][CH2:6]4)=[O:11])[CH2:13][CH2:14]3)=[CH:28][CH:27]=2)=[N:25][N:26]=1)([CH3:31])[CH3:29], predict the reactants needed to synthesize it. The reactants are: [CH:1]([N:4]1[CH2:9][CH2:8][N:7]([C:10]([C@H:12]2[CH2:17][CH2:16][C@H:15]([O:18][C:19]3[CH:28]=[CH:27][C:22]([C:23]([NH:25][NH2:26])=[O:24])=[CH:21][CH:20]=3)[CH2:14][CH2:13]2)=[O:11])[CH2:6][CH2:5]1)([CH3:3])[CH3:2].[C:29](O)(=O)[CH:30]([CH3:32])[CH3:31].P(Cl)(Cl)(Cl)=O.[OH-].[Na+]. (5) Given the product [CH3:49][O:48][CH2:47][CH2:46][CH2:45][N:41]1[C:40]2[CH:50]=[C:36]([CH2:35][O:34][CH:19]3[CH:18]([C:15]4[CH:14]=[CH:13][C:12]([CH:11]([O:10][C:5]5[CH:6]=[CH:7][CH:8]=[C:9]6[C:4]=5[CH:3]=[CH:2][NH:1]6)[CH3:55])=[CH:17][CH:16]=4)[CH2:23][CH2:22][N:21]([C:24]([O:26][CH2:27][C:28]4[CH:33]=[CH:32][CH:31]=[CH:30][CH:29]=4)=[O:25])[CH2:20]3)[CH:37]=[CH:38][C:39]=2[O:44][CH2:43][CH2:42]1, predict the reactants needed to synthesize it. The reactants are: [NH:1]1[C:9]2[C:4](=[C:5]([O:10][CH2:11][C:12]3[CH:17]=[CH:16][C:15]([CH:18]4[CH2:23][CH2:22][N:21]([C:24]([O:26][CH2:27][C:28]5[CH:33]=[CH:32][CH:31]=[CH:30][CH:29]=5)=[O:25])[CH2:20][CH:19]4[O:34][CH2:35][C:36]4[CH:37]=[CH:38][C:39]5[O:44][CH2:43][CH2:42][N:41]([CH2:45][CH2:46][CH2:47][O:48][CH3:49])[C:40]=5[CH:50]=4)=[CH:14][CH:13]=3)[CH:6]=[CH:7][CH:8]=2)[CH:3]=[CH:2]1.CI.[H-].[Na+].[C:55](=O)([O-])O.[Na+].